Dataset: NCI-60 drug combinations with 297,098 pairs across 59 cell lines. Task: Regression. Given two drug SMILES strings and cell line genomic features, predict the synergy score measuring deviation from expected non-interaction effect. (1) Synergy scores: CSS=23.1, Synergy_ZIP=-11.7, Synergy_Bliss=-7.92, Synergy_Loewe=-17.6, Synergy_HSA=-5.23. Drug 1: CC1OCC2C(O1)C(C(C(O2)OC3C4COC(=O)C4C(C5=CC6=C(C=C35)OCO6)C7=CC(=C(C(=C7)OC)O)OC)O)O. Cell line: IGROV1. Drug 2: CC12CCC3C(C1CCC2OP(=O)(O)O)CCC4=C3C=CC(=C4)OC(=O)N(CCCl)CCCl.[Na+]. (2) Drug 1: CN(C(=O)NC(C=O)C(C(C(CO)O)O)O)N=O. Drug 2: B(C(CC(C)C)NC(=O)C(CC1=CC=CC=C1)NC(=O)C2=NC=CN=C2)(O)O. Cell line: NCIH23. Synergy scores: CSS=37.2, Synergy_ZIP=0.0935, Synergy_Bliss=-3.15, Synergy_Loewe=-64.2, Synergy_HSA=-2.24. (3) Drug 1: CC1C(C(CC(O1)OC2CC(OC(C2O)C)OC3=CC4=CC5=C(C(=O)C(C(C5)C(C(=O)C(C(C)O)O)OC)OC6CC(C(C(O6)C)O)OC7CC(C(C(O7)C)O)OC8CC(C(C(O8)C)O)(C)O)C(=C4C(=C3C)O)O)O)O. Drug 2: C1CN(CCN1C(=O)CCBr)C(=O)CCBr. Cell line: SW-620. Synergy scores: CSS=23.4, Synergy_ZIP=-3.13, Synergy_Bliss=0.835, Synergy_Loewe=-24.1, Synergy_HSA=-0.405. (4) Drug 1: CNC(=O)C1=CC=CC=C1SC2=CC3=C(C=C2)C(=NN3)C=CC4=CC=CC=N4. Drug 2: C1=NNC2=C1C(=O)NC=N2. Cell line: TK-10. Synergy scores: CSS=3.81, Synergy_ZIP=0.343, Synergy_Bliss=4.18, Synergy_Loewe=0.0956, Synergy_HSA=2.44. (5) Drug 1: C1=CN(C(=O)N=C1N)C2C(C(C(O2)CO)O)O.Cl. Drug 2: C1CC(C1)(C(=O)O)C(=O)O.[NH2-].[NH2-].[Pt+2]. Cell line: M14. Synergy scores: CSS=38.3, Synergy_ZIP=2.67, Synergy_Bliss=3.84, Synergy_Loewe=-12.1, Synergy_HSA=2.98. (6) Drug 1: CC1=C2C(C(=O)C3(C(CC4C(C3C(C(C2(C)C)(CC1OC(=O)C(C(C5=CC=CC=C5)NC(=O)OC(C)(C)C)O)O)OC(=O)C6=CC=CC=C6)(CO4)OC(=O)C)OC)C)OC. Drug 2: CC1=C2C(C(=O)C3(C(CC4C(C3C(C(C2(C)C)(CC1OC(=O)C(C(C5=CC=CC=C5)NC(=O)OC(C)(C)C)O)O)OC(=O)C6=CC=CC=C6)(CO4)OC(=O)C)O)C)O. Cell line: SK-OV-3. Synergy scores: CSS=54.2, Synergy_ZIP=-1.73, Synergy_Bliss=-1.89, Synergy_Loewe=1.93, Synergy_HSA=3.88.